This data is from Full USPTO retrosynthesis dataset with 1.9M reactions from patents (1976-2016). The task is: Predict the reactants needed to synthesize the given product. (1) Given the product [ClH:43].[Cl:43][C:42]1[CH:41]=[CH:40][C:39]([NH:44][C:45](=[O:46])[N:20]([CH:22]2[CH2:27][CH2:26][CH2:25][CH2:24][CH2:23]2)[C@H:17]2[CH2:16][C@H:15]3[C@:11]([C:5]4[CH:6]=[CH:7][C:8]([O:9][CH3:10])=[C:3]([O:2][CH3:1])[CH:4]=4)([CH2:12][CH2:13][N:14]3[CH3:21])[CH2:19][CH2:18]2)=[CH:38][C:37]=1[C:36]([F:47])([F:35])[F:48].[ClH:43], predict the reactants needed to synthesize it. The reactants are: [CH3:1][O:2][C:3]1[CH:4]=[C:5]([C@@:11]23[CH2:19][CH2:18][C@@H:17]([NH2:20])[CH2:16][C@@H:15]2[N:14]([CH3:21])[CH2:13][CH2:12]3)[CH:6]=[CH:7][C:8]=1[O:9][CH3:10].[C:22]1(=O)[CH2:27][CH2:26][CH2:25][CH2:24][CH2:23]1.C(O[BH3-])(=O)C.[Na+].[F:35][C:36]([F:48])([F:47])[C:37]1[CH:38]=[C:39]([N:44]=[C:45]=[O:46])[CH:40]=[CH:41][C:42]=1[Cl:43]. (2) Given the product [C:34]([NH:1][CH2:2][CH2:3][O:4][N:5]=[CH:6][C:7]1[C:8]([F:30])=[C:9]([F:29])[C:10]([NH:20][C:21]2[CH:26]=[CH:25][C:24]([I:27])=[CH:23][C:22]=2[F:28])=[C:11]([CH:19]=1)[C:12]([NH:14][O:15][CH2:16][CH2:17][OH:18])=[O:13])(=[O:36])[CH3:35], predict the reactants needed to synthesize it. The reactants are: [NH2:1][CH2:2][CH2:3][O:4][N:5]=[CH:6][C:7]1[C:8]([F:30])=[C:9]([F:29])[C:10]([NH:20][C:21]2[CH:26]=[CH:25][C:24]([I:27])=[CH:23][C:22]=2[F:28])=[C:11]([CH:19]=1)[C:12]([NH:14][O:15][CH2:16][CH2:17][OH:18])=[O:13].CON(C(C)=O)[C:34](=[O:36])[CH3:35]. (3) Given the product [Br:3][C:4]1[CH:9]=[N:8][CH:7]=[C:6]2[N:10]([C:13]([O:14][C:15]([CH3:16])([CH3:20])[CH3:27])=[O:26])[CH:11]=[CH:12][C:5]=12, predict the reactants needed to synthesize it. The reactants are: [H-].[Na+].[Br:3][C:4]1[CH:9]=[N:8][CH:7]=[C:6]2[NH:10][CH:11]=[CH:12][C:5]=12.[C:13](=[O:26])([O-])[O:14][C:15]1[CH:20]=CC=C[C:16]=1C(C)(C)C.[CH2:27]1COCC1. (4) The reactants are: [CH3:1][O:2][C:3]1[CH:8]=[CH:7][C:6]([NH:9][C:10]2[C:11]3[C:18]([CH3:19])=[CH:17][S:16][C:12]=3[N:13]=[CH:14][N:15]=2)=[CH:5][CH:4]=1.[CH3:20]I.[H-].[Na+]. Given the product [CH3:1][O:2][C:3]1[CH:4]=[CH:5][C:6]([N:9]([CH3:20])[C:10]2[C:11]3[C:18]([CH3:19])=[CH:17][S:16][C:12]=3[N:13]=[CH:14][N:15]=2)=[CH:7][CH:8]=1, predict the reactants needed to synthesize it. (5) The reactants are: C(OC([N:11]1[CH2:15][C@H:14]([CH:16]2[CH2:18][CH2:17]2)[C@H:13]([NH:19][C:20]([O:22][C:23]([CH3:26])([CH3:25])[CH3:24])=[O:21])[CH2:12]1)=O)C1C=CC=CC=1.[H][H]. Given the product [C:23]([O:22][C:20]([NH:19][C@H:13]1[C@@H:14]([CH:16]2[CH2:17][CH2:18]2)[CH2:15][NH:11][CH2:12]1)=[O:21])([CH3:26])([CH3:24])[CH3:25], predict the reactants needed to synthesize it. (6) Given the product [CH2:1]([C:5]12[CH2:17][CH2:16][C:15](=[O:18])[C:14]([C:19]3[CH:20]=[CH:21][C:22](/[CH:25]=[CH:26]/[C:27]([OH:29])=[O:28])=[CH:23][CH:24]=3)=[C:13]1[C:12]1[C:7](=[CH:8][C:9]([OH:31])=[CH:10][CH:11]=1)[CH2:6]2)[CH2:2][CH2:3][CH3:4], predict the reactants needed to synthesize it. The reactants are: [CH2:1]([C:5]12[CH2:17][CH2:16][C:15](=[O:18])[C:14]([C:19]3[CH:24]=[CH:23][C:22](/[CH:25]=[CH:26]/[C:27]([O:29]C)=[O:28])=[CH:21][CH:20]=3)=[C:13]1[C:12]1[C:7](=[CH:8][C:9]([O:31]C)=[CH:10][CH:11]=1)[CH2:6]2)[CH2:2][CH2:3][CH3:4].Cl.N1C=CC=CC=1. (7) The reactants are: [CH:1]1([CH:7]2[N:11]([C:12]3[CH:17]=[CH:16][C:15]([C:18]4[CH:22]=[CH:21][O:20][N:19]=4)=[CH:14][CH:13]=3)[C:10](=[O:23])[C:9]([OH:24])=[C:8]2[C:25](=[O:34])[C:26]2[CH:31]=[CH:30][C:29]([O:32]C)=[CH:28][CH:27]=2)[CH2:6][CH2:5][CH2:4][CH2:3][CH2:2]1.B(Br)(Br)Br.C(=O)([O-])[O-].[K+].[K+].[OH-].[Na+]. Given the product [CH:1]1([CH:7]2[N:11]([C:12]3[CH:13]=[CH:14][C:15]([C:18]4[CH:22]=[CH:21][O:20][N:19]=4)=[CH:16][CH:17]=3)[C:10](=[O:23])[C:9]([OH:24])=[C:8]2[C:25](=[O:34])[C:26]2[CH:27]=[CH:28][C:29]([OH:32])=[CH:30][CH:31]=2)[CH2:2][CH2:3][CH2:4][CH2:5][CH2:6]1, predict the reactants needed to synthesize it.